This data is from Forward reaction prediction with 1.9M reactions from USPTO patents (1976-2016). The task is: Predict the product of the given reaction. (1) Given the reactants [CH3:1][CH2:2][C:3]([CH2:8][OH:9])([CH2:6][OH:7])CO.[C:10]([OH:19])(=[O:18])[CH2:11][CH2:12][CH2:13][CH2:14][CH2:15][CH2:16][CH3:17].[OH:20]N1C(=O)C[CH2:23][C:22]1=O.[CH3:28][CH:29](N=C=NC(C)C)C, predict the reaction product. The product is: [CH2:12]([CH:11]([CH2:28][CH2:29][CH2:8][CH2:3][CH2:2][CH3:1])[C:10]([OH:19])=[O:18])[CH2:13][CH2:14][CH2:15][CH2:16][CH2:17][CH2:22][CH3:23].[OH:9][CH2:8][CH:3]([CH2:6][OH:7])[OH:20].[OH:9][CH2:8][CH:3]([CH2:6][OH:7])[OH:18].[OH:9][CH2:8][CH:3]([CH2:6][OH:7])[OH:18].[OH:9][CH2:8][CH:3]([CH2:6][OH:7])[OH:18].[OH:9][CH2:8][CH:3]([CH2:6][OH:7])[OH:18].[OH:9][CH2:8][CH:3]([CH2:6][OH:7])[OH:18]. (2) The product is: [CH3:1][Si:2]([CH3:12])([CH3:11])[O:3][C:4]1([CH:9]=[O:32])[CH2:8][CH2:7][CH2:6][CH2:5]1. Given the reactants [CH3:1][Si:2]([CH3:12])([CH3:11])[O:3][C:4]1([C:9]#N)[CH2:8][CH2:7][CH2:6][CH2:5]1.[H-].C([Al+]CC(C)C)C(C)C.CCCCCC.[Cl-].[NH4+].S(=O)(=O)(O)[OH:32], predict the reaction product. (3) Given the reactants Br[CH2:2][C:3]1[CH:12]=[CH:11][C:6]([C:7]([O:9][CH3:10])=[O:8])=[CH:5][C:4]=1[F:13].[F:14][C:15]1[CH:20]=[CH:19][CH:18]=[CH:17][C:16]=1[OH:21].C([O-])([O-])=O.[K+].[K+], predict the reaction product. The product is: [F:13][C:4]1[CH:5]=[C:6]([CH:11]=[CH:12][C:3]=1[CH2:2][O:21][C:16]1[CH:17]=[CH:18][CH:19]=[CH:20][C:15]=1[F:14])[C:7]([O:9][CH3:10])=[O:8]. (4) Given the reactants C([O:3][C:4]([C:6]1[N:11]=[C:10]([O:12][CH3:13])[CH:9]=[C:8]([O:14][CH3:15])[N:7]=1)=O)C.[NH3:16].CO, predict the reaction product. The product is: [CH3:15][O:14][C:8]1[CH:9]=[C:10]([O:12][CH3:13])[N:11]=[C:6]([C:4]([NH2:16])=[O:3])[N:7]=1.